From a dataset of Full USPTO retrosynthesis dataset with 1.9M reactions from patents (1976-2016). Predict the reactants needed to synthesize the given product. Given the product [NH2:8][C@H:9]1[CH2:15][CH2:14][CH2:13][CH2:12][N:11]([CH2:16][C:17]([O:19][CH3:20])=[O:18])[C:10]1=[O:21], predict the reactants needed to synthesize it. The reactants are: C(OC([NH:8][C@H:9]1[CH2:15][CH2:14][CH2:13][CH2:12][N:11]([CH2:16][C:17]([O:19][CH3:20])=[O:18])[C:10]1=[O:21])=O)(C)(C)C.Cl.